This data is from Reaction yield outcomes from USPTO patents with 853,638 reactions. The task is: Predict the reaction yield, written as a fraction of the theoretical maximum amount of product (1.0 means a 100% yield; for example, 0.34 means a 34% yield). (1) The reactants are Cl.C([O:4][C:5](=[O:9])[CH2:6][CH2:7][NH2:8])C.[CH:10](=O)[C:11]1[CH:16]=[CH:15][CH:14]=[CH:13][CH:12]=1. The catalyst is C1(C)C=CC=CC=1. The product is [CH2:10]([NH:8][CH2:7][CH2:6][C:5]([OH:4])=[O:9])[C:11]1[CH:16]=[CH:15][CH:14]=[CH:13][CH:12]=1. The yield is 0.700. (2) The reactants are [CH3:1][C:2]1[CH:7]=[CH:6][C:5]([CH3:8])=[CH:4][C:3]=1[CH2:9][CH2:10][NH2:11].Br[CH2:13][CH2:14][CH2:15][C:16]([O:18][CH2:19][CH3:20])=[O:17].C(N(C(C)C)CC)(C)C. No catalyst specified. The product is [CH3:1][C:2]1[CH:7]=[CH:6][C:5]([CH3:8])=[CH:4][C:3]=1[CH2:9][CH2:10][NH:11][CH2:13][CH2:14][CH2:15][C:16]([O:18][CH2:19][CH3:20])=[O:17]. The yield is 0.490. (3) The reactants are [NH2:1][C:2]1[CH:3]=[N:4][CH:5]=[CH:6][C:7]=1[O:8][C:9]1[CH:14]=[CH:13][C:12]([NH:15][C:16]([C:18]2[C:19](=[O:31])[N:20]([C:24]3[CH:29]=[CH:28][C:27]([F:30])=[CH:26][CH:25]=3)[CH:21]=[CH:22][CH:23]=2)=[O:17])=[CH:11][C:10]=1[F:32].C(OC([N:40]1[CH2:44][CH2:43][CH:42]([CH:45]=O)[CH2:41]1)=O)(C)(C)C.C(O)(=O)C.C(O[BH-](OC(=O)C)OC(=O)C)(=O)C.[Na+].[ClH:65]. The catalyst is ClCCCl.O1CCOCC1.CO.CCOC(C)=O. The product is [ClH:65].[F:32][C:10]1[CH:11]=[C:12]([NH:15][C:16]([C:18]2[C:19](=[O:31])[N:20]([C:24]3[CH:25]=[CH:26][C:27]([F:30])=[CH:28][CH:29]=3)[CH:21]=[CH:22][CH:23]=2)=[O:17])[CH:13]=[CH:14][C:9]=1[O:8][C:7]1[CH:6]=[CH:5][N:4]=[CH:3][C:2]=1[NH:1][CH2:45][CH:42]1[CH2:43][CH2:44][NH:40][CH2:41]1. The yield is 0.600.